Dataset: Catalyst prediction with 721,799 reactions and 888 catalyst types from USPTO. Task: Predict which catalyst facilitates the given reaction. Product: [F:9][C:10]([F:17])([F:16])[C:11](=[O:12])[CH2:7][C:6]#[N:8]. The catalyst class is: 1. Reactant: C([Li])CCC.[C:6](#[N:8])[CH3:7].[F:9][C:10]([F:17])([F:16])[C:11](OCC)=[O:12].